From a dataset of Reaction yield outcomes from USPTO patents with 853,638 reactions. Predict the reaction yield, written as a fraction of the theoretical maximum amount of product (1.0 means a 100% yield; for example, 0.34 means a 34% yield). (1) The reactants are [CH:1]1([N:6]2[C:10]3[N:11]=[C:12]([NH:15][C:16]4[CH:24]=[CH:23][C:19]([C:20]([OH:22])=O)=[CH:18][N:17]=4)[N:13]=[CH:14][C:9]=3[CH:8]=[C:7]2[C:25](=[O:29])[N:26]([CH3:28])[CH3:27])[CH2:5][CH2:4][CH2:3][CH2:2]1.[CH:30]12[N:37]([C:38](=[O:40])[CH3:39])[CH:34]([CH2:35][CH2:36]1)[CH2:33][NH:32][CH2:31]2. No catalyst specified. The product is [C:38]([N:37]1[CH:34]2[CH2:35][CH2:36][CH:30]1[CH2:31][N:32]([C:20]([C:19]1[CH:23]=[CH:24][C:16]([NH:15][C:12]3[N:13]=[CH:14][C:9]4[CH:8]=[C:7]([C:25]([N:26]([CH3:27])[CH3:28])=[O:29])[N:6]([CH:1]5[CH2:5][CH2:4][CH2:3][CH2:2]5)[C:10]=4[N:11]=3)=[N:17][CH:18]=1)=[O:22])[CH2:33]2)(=[O:40])[CH3:39]. The yield is 0.620. (2) The reactants are [CH2:1]([O:3][C:4]([C:6]1[C:12]2[NH:13][C:14]3[C:15]([OH:20])=[CH:16][CH:17]=[CH:18][C:19]=3[C:11]=2[CH2:10][CH2:9][N:8]([C:21](=[O:29])[C:22]2[CH:27]=[CH:26][C:25]([F:28])=[CH:24][CH:23]=2)[CH:7]=1)=[O:5])[CH3:2].[C:30](=O)([O-])[O-].[K+].[K+].CI. The catalyst is CC(C)=O. The product is [CH2:1]([O:3][C:4]([C:6]1[C:12]2[NH:13][C:14]3[C:15]([O:20][CH3:30])=[CH:16][CH:17]=[CH:18][C:19]=3[C:11]=2[CH2:10][CH2:9][N:8]([C:21](=[O:29])[C:22]2[CH:27]=[CH:26][C:25]([F:28])=[CH:24][CH:23]=2)[CH:7]=1)=[O:5])[CH3:2]. The yield is 0.550. (3) The reactants are [N:1]1[CH:6]=[CH:5][CH:4]=[CH:3][C:2]=1[S:7][S:8][C:9]1[CH:14]=CC=CN=1.SCC[OH:18]. The catalyst is ClCCl. The product is [N:1]1[CH:6]=[CH:5][CH:4]=[CH:3][C:2]=1[S:7][S:8][CH2:9][CH2:14][OH:18]. The yield is 0.910. (4) The reactants are C([Mg]Cl)(C)C.CO[C:8](=[O:27])[C@@H:9]([N:16]([CH2:24][CH:25]=[CH2:26])[CH2:17][C:18]1[CH:23]=[CH:22][CH:21]=[CH:20][CH:19]=1)[C:10]1[CH:15]=[CH:14][CH:13]=[CH:12][CH:11]=1.[C@H](O)(C([O-])=O)[C@@H](O)C([O-])=O.[Na+].[K+].C(=O)(O)[O-].[Na+]. The catalyst is C1COCC1.CC(C)[O-].[Ti+4].CC(C)[O-].CC(C)[O-].CC(C)[O-].CCOC(C)=O. The product is [CH2:17]([N:16]1[CH2:24][CH:25]2[C@:8]([OH:27])([CH2:26]2)[C@@H:9]1[C:10]1[CH:11]=[CH:12][CH:13]=[CH:14][CH:15]=1)[C:18]1[CH:19]=[CH:20][CH:21]=[CH:22][CH:23]=1. The yield is 0.320. (5) The reactants are B1C2CCCC1CCC2.[Cl:10][C:11]1[CH:16]=[CH:15][CH:14]=[CH:13][C:12]=1[C:17]1[CH:28]=[C:27]2[C:23]([C:24]([CH:30]=[CH2:31])=[CH:25][N:26]2[CH3:29])=[C:22]2[C:18]=1[C:19](=[O:33])[NH:20][C:21]2=[O:32].C([O-])(=[O:36])C.[Na+].OO. The catalyst is O1CCCC1.O.CO. The product is [Cl:10][C:11]1[CH:16]=[CH:15][CH:14]=[CH:13][C:12]=1[C:17]1[CH:28]=[C:27]2[C:23]([C:24]([CH2:30][CH2:31][OH:36])=[CH:25][N:26]2[CH3:29])=[C:22]2[C:18]=1[C:19](=[O:33])[NH:20][C:21]2=[O:32]. The yield is 0.360. (6) The reactants are [OH:1][C:2]1[C:11](=[O:12])[C:10]2[C:5](=[CH:6][CH:7]=[C:8]([C:13]([O:15]CC)=[O:14])[CH:9]=2)[N:4]([CH3:18])[CH:3]=1.[H-].[Na+].Cl[CH2:22][C:23]1[CH:28]=[CH:27][C:26]([O:29][CH3:30])=[CH:25][CH:24]=1.[OH-].[Li+].Cl. The catalyst is CN(C)C=O.O.CO. The product is [CH3:30][O:29][C:26]1[CH:27]=[CH:28][C:23]([CH2:22][O:1][C:2]2[C:11](=[O:12])[C:10]3[C:5](=[CH:6][CH:7]=[C:8]([C:13]([OH:15])=[O:14])[CH:9]=3)[N:4]([CH3:18])[CH:3]=2)=[CH:24][CH:25]=1. The yield is 0.674.